Dataset: Peptide-MHC class I binding affinity with 185,985 pairs from IEDB/IMGT. Task: Regression. Given a peptide amino acid sequence and an MHC pseudo amino acid sequence, predict their binding affinity value. This is MHC class I binding data. The peptide sequence is LRARGETY. The MHC is Mamu-B03 with pseudo-sequence Mamu-B03. The binding affinity (normalized) is 0.0946.